Dataset: Forward reaction prediction with 1.9M reactions from USPTO patents (1976-2016). Task: Predict the product of the given reaction. Given the reactants [Cl-].[CH3:2][O:3]C[P+](C1C=CC=CC=1)(C1C=CC=CC=1)C1C=CC=CC=1.C([N-]C(C)C)(C)C.[Li+].[CH2:32]([O:39][CH:40]1[CH2:45][CH2:44][C:43](=O)[CH2:42][CH2:41]1)[C:33]1[CH:38]=[CH:37][CH:36]=[CH:35][CH:34]=1, predict the reaction product. The product is: [CH2:32]([O:39][CH:40]1[CH2:45][CH2:44][CH:43]([CH:2]=[O:3])[CH2:42][CH2:41]1)[C:33]1[CH:38]=[CH:37][CH:36]=[CH:35][CH:34]=1.